Dataset: Reaction yield outcomes from USPTO patents with 853,638 reactions. Task: Predict the reaction yield, written as a fraction of the theoretical maximum amount of product (1.0 means a 100% yield; for example, 0.34 means a 34% yield). (1) The reactants are [CH2:1]([C:3]1([OH:22])[CH2:10][CH:9]2[CH:5]([CH2:6][CH:7]([NH:11][CH2:12][C:13]([N:15]3[CH2:19][CH2:18][CH2:17][CH:16]3[C:20]#[N:21])=[O:14])[CH2:8]2)[CH2:4]1)[CH3:2].C(=O)([O-])[O-].[K+].[K+].[C:29](O[C:29]([O:31][C:32]([CH3:35])([CH3:34])[CH3:33])=[O:30])([O:31][C:32]([CH3:35])([CH3:34])[CH3:33])=[O:30].O. The catalyst is ClCCl. The product is [C:32]([O:31][C:29](=[O:30])[N:11]([CH2:12][C:13]([N:15]1[CH2:19][CH2:18][CH2:17][CH:16]1[C:20]#[N:21])=[O:14])[CH:7]1[CH2:8][CH:9]2[CH:5]([CH2:4][C:3]([CH2:1][CH3:2])([OH:22])[CH2:10]2)[CH2:6]1)([CH3:35])([CH3:34])[CH3:33]. The yield is 0.350. (2) The reactants are [C:1]([N-:5][O:6][SiH:7]([CH3:9])[CH3:8])([CH3:4])([CH3:3])[CH3:2].[NH:10]1[CH2:17][CH2:16][CH2:15][C@H:11]1[C:12]([OH:14])=[O:13].OCCCCCC(O)=O.C(Cl)CCl.ON1C2C=CC=CC=2N=N1.C(N(CC)CC)C. The catalyst is ClCCl.CO. The product is [OH:6][NH-:5].[C:1]([N-:5][O:6][SiH:7]([CH3:9])[CH3:8])([CH3:4])([CH3:3])[CH3:2].[NH:10]1[CH2:17][CH2:16][CH2:15][C@H:11]1[C:12]([OH:14])=[O:13]. The yield is 0.920. (3) The reactants are [C:1]([O:5][C:6]([N:8]1[C:17]2[C:12](=[CH:13][CH:14]=[CH:15][N:16]=2)[CH2:11][CH2:10][CH2:9]1)=[O:7])([CH3:4])([CH3:3])[CH3:2].CC(O)=O.C1C(=O)N([Br:29])C(=O)C1. The catalyst is C(Cl)Cl. The product is [C:1]([O:5][C:6]([N:8]1[C:17]2[C:12](=[CH:13][C:14]([Br:29])=[CH:15][N:16]=2)[CH2:11][CH2:10][CH2:9]1)=[O:7])([CH3:4])([CH3:2])[CH3:3]. The yield is 0.980. (4) The reactants are [I:1]I.O[CH:4]1[CH2:9][CH2:8][N:7]([C:10]([O:12][CH2:13][C:14]2[CH:19]=[CH:18][CH:17]=[CH:16][CH:15]=2)=[O:11])[CH2:6][CH2:5]1.N1C=CN=C1.C1(P(C2C=CC=CC=2)C2C=CC=CC=2)C=CC=CC=1. The catalyst is C1COCC1. The product is [I:1][CH:4]1[CH2:9][CH2:8][N:7]([C:10]([O:12][CH2:13][C:14]2[CH:19]=[CH:18][CH:17]=[CH:16][CH:15]=2)=[O:11])[CH2:6][CH2:5]1. The yield is 0.420. (5) The reactants are CC([O-])(C)C.[Na+].Br[C:8]1[N:12]=[C:11]([N:13]([CH2:23][C:24]2[CH:29]=[CH:28][C:27]([O:30][CH3:31])=[CH:26][CH:25]=2)[CH2:14][C:15]2[CH:20]=[CH:19][C:18]([O:21][CH3:22])=[CH:17][CH:16]=2)[N:10]([CH2:32][C:33]2[CH:38]=[CH:37][C:36]([O:39][CH3:40])=[CH:35][CH:34]=2)[N:9]=1.[N:41]1[CH:42]=[CH:43][N:44]2[CH:49]=[C:48]([NH2:50])[CH:47]=[CH:46][C:45]=12. The catalyst is C1C=CC(/C=C/C(/C=C/C2C=CC=CC=2)=O)=CC=1.C1C=CC(/C=C/C(/C=C/C2C=CC=CC=2)=O)=CC=1.[Pd].C1(C)C=CC=CC=1. The product is [N:41]1[CH:42]=[CH:43][N:44]2[CH:49]=[C:48]([NH:50][C:8]3[N:12]=[C:11]([N:13]([CH2:23][C:24]4[CH:29]=[CH:28][C:27]([O:30][CH3:31])=[CH:26][CH:25]=4)[CH2:14][C:15]4[CH:20]=[CH:19][C:18]([O:21][CH3:22])=[CH:17][CH:16]=4)[N:10]([CH2:32][C:33]4[CH:38]=[CH:37][C:36]([O:39][CH3:40])=[CH:35][CH:34]=4)[N:9]=3)[CH:47]=[CH:46][C:45]=12. The yield is 0.930. (6) The reactants are [Cl:1][C:2]1[N:9]=[C:8](Cl)[CH:7]=[C:6]([C:11]2[CH:16]=[CH:15][C:14]([O:17][C:18]3[CH:23]=[CH:22][CH:21]=[CH:20][CH:19]=3)=[CH:13][CH:12]=2)[C:3]=1[C:4]#[N:5].[CH3:24][O:25][C:26]1[CH:31]=[CH:30][C:29](B(O)O)=[CH:28][CH:27]=1.O.[O-]P([O-])([O-])=O.[K+].[K+].[K+]. The catalyst is CN(C)C=O.C(OCC)(=O)C.C1(P(C2C=CC=CC=2)C2C=CC=CC=2)C=CC=CC=1.C1(P(C2C=CC=CC=2)C2C=CC=CC=2)C=CC=CC=1.C1(P(C2C=CC=CC=2)C2C=CC=CC=2)C=CC=CC=1.C1(P(C2C=CC=CC=2)C2C=CC=CC=2)C=CC=CC=1.[Pd]. The product is [Cl:1][C:2]1[N:9]=[C:8]([C:29]2[CH:30]=[CH:31][C:26]([O:25][CH3:24])=[CH:27][CH:28]=2)[CH:7]=[C:6]([C:11]2[CH:12]=[CH:13][C:14]([O:17][C:18]3[CH:19]=[CH:20][CH:21]=[CH:22][CH:23]=3)=[CH:15][CH:16]=2)[C:3]=1[C:4]#[N:5]. The yield is 0.680. (7) The reactants are [Cl:1][C:2]1[C:3]([O:12][C:13]2[CH:18]=[C:17]([O:19][CH:20]([CH3:22])[CH3:21])[CH:16]=[CH:15][C:14]=2/[CH:23]=[C:24](\[CH3:28])/[C:25](O)=[O:26])=[N:4][CH:5]=[C:6]([C:8]([F:11])([F:10])[F:9])[CH:7]=1.[N:29]1[CH:34]=[CH:33][CH:32]=[CH:31][C:30]=1[CH2:35][CH2:36][NH:37][S:38]([NH2:41])(=[O:40])=[O:39].Cl.C(N=C=NCCCN(C)C)C.CN(C)C=O. The catalyst is CN(C)C1C=CN=CC=1.O. The product is [Cl:1][C:2]1[C:3]([O:12][C:13]2[CH:18]=[C:17]([O:19][CH:20]([CH3:22])[CH3:21])[CH:16]=[CH:15][C:14]=2/[CH:23]=[C:24](\[CH3:28])/[C:25]([NH:41][S:38]([NH:37][CH2:36][CH2:35][C:30]2[CH:31]=[CH:32][CH:33]=[CH:34][N:29]=2)(=[O:39])=[O:40])=[O:26])=[N:4][CH:5]=[C:6]([C:8]([F:9])([F:11])[F:10])[CH:7]=1. The yield is 0.180. (8) The reactants are C(OC(N1CCC2C3C=CC=CC=3NC=2CC1)=O)(C)(C)C.[NH2:22][C:23](=[O:46])[CH2:24][N:25]1[C:33]2[CH:32]=[CH:31][CH:30]=[CH:29][C:28]=2[C:27]2[CH2:34][CH2:35][N:36]([C:39]([O:41][C:42]([CH3:45])([CH3:44])[CH3:43])=[O:40])[CH2:37][CH2:38][C:26]1=2.ICC(N)=O.[H-].[Na+]. The catalyst is CN(C=O)C. The product is [NH2:22][C:23](=[O:46])[CH2:24][N:25]1[C:33]2[CH:32]=[CH:31][CH:30]=[CH:29][C:28]=2[C:27]2[CH2:34][CH2:35][N:36]([C:39]([O:41][C:42]([CH3:44])([CH3:43])[CH3:45])=[O:40])[CH2:37][CH2:38][C:26]1=2. The yield is 0.190.